From a dataset of Reaction yield outcomes from USPTO patents with 853,638 reactions. Predict the reaction yield, written as a fraction of the theoretical maximum amount of product (1.0 means a 100% yield; for example, 0.34 means a 34% yield). (1) The reactants are [Mg].Br[C:3]1[C:4]2[CH:11]=[CH:10][CH:9]=[CH:8][C:5]=2[S:6][CH:7]=1.[F:12][C:13]([F:30])([F:29])[CH:14]1[CH2:16][N:15]1[S:17]([C:20]1[C:25]([CH3:26])=[CH:24][C:23]([CH3:27])=[CH:22][C:21]=1[CH3:28])(=[O:19])=[O:18]. The catalyst is C1COCC1.[Cu]I. The product is [S:6]1[CH:7]=[C:3]([CH2:16][CH:14]([NH:15][S:17]([C:20]2[C:25]([CH3:26])=[CH:24][C:23]([CH3:27])=[CH:22][C:21]=2[CH3:28])(=[O:19])=[O:18])[C:13]([F:29])([F:12])[F:30])[C:4]2[CH:11]=[CH:10][CH:9]=[CH:8][C:5]1=2. The yield is 0.230. (2) The reactants are [CH2:1]([C:4]1[CH:9]=[C:8]([Br:10])[CH:7]=[C:6]([N+:11]([O-:13])=[O:12])[C:5]=1[O:14][CH2:15][CH2:16][C:17]([F:20])([F:19])[F:18])[CH:2]=[CH2:3].[N+](=[CH2:23])=[N-].N(N(C)C(N)=O)=O.[OH-].[K+]. The catalyst is C(OCC)C. The product is [Br:10][C:8]1[CH:7]=[C:6]([N+:11]([O-:13])=[O:12])[C:5]([O:14][CH2:15][CH2:16][C:17]([F:20])([F:18])[F:19])=[C:4]([CH2:1][CH:2]2[CH2:23][CH2:3]2)[CH:9]=1. The yield is 0.870. (3) The reactants are ClCC[CH2:4][S:5]([N:8]([C:16]1[CH:21]=[CH:20][CH:19]=[C:18]([C:22]([N:24]2[CH2:29][CH2:28][CH:27]([C:30]3[CH:35]=[CH:34][C:33]([C:36]#[N:37])=[CH:32][CH:31]=3)[CH2:26][CH2:25]2)=[O:23])[CH:17]=1)C(=O)OC(C)(C)C)(=[O:7])=[O:6].F[B-](F)(F)F.[CH2:43]([N+]1C=CN(C)C=1)CCC.CO.[CH3:55][CH2:56][O:57][C:58](C)=O. No catalyst specified. The product is [C:36]([C:33]1[CH:32]=[CH:31][C:30]([CH:27]2[CH2:26][CH2:25][N:24]([C:22]([C:18]3[CH:19]=[CH:20][C:21]([CH3:43])=[C:16]([NH:8][S:5]([CH2:4][CH2:55][CH2:56][O:57][CH3:58])(=[O:6])=[O:7])[CH:17]=3)=[O:23])[CH2:29][CH2:28]2)=[CH:35][CH:34]=1)#[N:37]. The yield is 0.140. (4) The reactants are [Br:1][C:2]1[CH:3]=[C:4]2[C:9](=[CH:10][CH:11]=1)[CH:8]=[C:7]([C:12]([OH:14])=[O:13])[CH:6]=[CH:5]2.S(=O)(=O)(O)O.[CH2:20](O)[CH3:21]. No catalyst specified. The product is [CH2:20]([O:13][C:12]([C:7]1[CH:6]=[CH:5][C:4]2[C:9](=[CH:10][CH:11]=[C:2]([Br:1])[CH:3]=2)[CH:8]=1)=[O:14])[CH3:21]. The yield is 0.940. (5) The reactants are Br[C:2]1[CH:3]=[CH:4][C:5]2[N:6]([C:8]([C:11]#[C:12][CH2:13][OH:14])=[CH:9][N:10]=2)[N:7]=1.C(Cl)Cl.C([O-])([O-])=O.[Na+].[Na+].[F:24][C:25]1[CH:30]=[C:29]([F:31])[CH:28]=[CH:27][C:26]=1[S:32]([NH:35][C:36]1[C:37]([O:51][CH3:52])=[N:38][CH:39]=[C:40](B2OC(C)(C)C(C)(C)O2)[CH:41]=1)(=[O:34])=[O:33]. The catalyst is COCCOC.O.Cl[Pd](Cl)([P](C1C=CC=CC=1)(C1C=CC=CC=1)C1C=CC=CC=1)[P](C1C=CC=CC=1)(C1C=CC=CC=1)C1C=CC=CC=1. The product is [F:24][C:25]1[CH:30]=[C:29]([F:31])[CH:28]=[CH:27][C:26]=1[S:32]([NH:35][C:36]1[C:37]([O:51][CH3:52])=[N:38][CH:39]=[C:40]([C:2]2[CH:3]=[CH:4][C:5]3[N:6]([C:8]([C:11]#[C:12][CH2:13][OH:14])=[CH:9][N:10]=3)[N:7]=2)[CH:41]=1)(=[O:34])=[O:33]. The yield is 0.420.